This data is from Forward reaction prediction with 1.9M reactions from USPTO patents (1976-2016). The task is: Predict the product of the given reaction. (1) Given the reactants C(OC(=O)[NH:7][C@@H:8]([CH2:12][CH2:13][S:14][CH3:15])[C:9](=[O:11])[CH3:10])(C)(C)C.[ClH:17].O1CCOCC1, predict the reaction product. The product is: [ClH:17].[NH2:7][C@@H:8]([CH2:12][CH2:13][S:14][CH3:15])[C:9](=[O:11])[CH3:10]. (2) Given the reactants [CH3:1][O:2][C:3](=[O:23])[C:4]1[CH:9]=[CH:8][C:7]([C:10]#[N:11])=[C:6]([O:12][CH2:13][CH2:14][C:15]2[CH:20]=[CH:19][C:18]([Cl:21])=[CH:17][C:16]=2[Cl:22])[CH:5]=1.CS(C)=[O:26], predict the reaction product. The product is: [CH3:1][O:2][C:3](=[O:23])[C:4]1[CH:9]=[CH:8][C:7]([C:10]([NH2:11])=[O:26])=[C:6]([O:12][CH2:13][CH2:14][C:15]2[CH:20]=[CH:19][C:18]([Cl:21])=[CH:17][C:16]=2[Cl:22])[CH:5]=1. (3) The product is: [OH:1][CH2:2][C:3]1([NH2:4])[CH2:12][CH2:11][CH2:10][CH2:9]1.[CH3:9][C:10]1[CH:15]=[C:14]([N+:16]([O-:18])=[O:17])[CH:13]=[CH:12][C:11]=1[N:19]=[C:20]1[S:21][CH2:2][C:3]2([CH2:12][CH2:11][CH2:10][CH2:9]2)[NH:4]1. Given the reactants [OH:1][CH2:2][CH2:3][NH2:4].O=S(Cl)Cl.[CH3:9][C:10]1[CH:15]=[C:14]([N+:16]([O-:18])=[O:17])[CH:13]=[CH:12][C:11]=1[N:19]=[C:20]=[S:21], predict the reaction product. (4) Given the reactants [OH:1][C:2]1[C:7]([N+:8]([O-:10])=[O:9])=[CH:6][C:5]([S:11]([N:14]([CH3:16])[CH3:15])(=[O:13])=[O:12])=[C:4]([CH3:17])[CH:3]=1.[OH-].[Na+].Cl[C:21]([F:26])([F:25])C(O)=O, predict the reaction product. The product is: [F:25][CH:21]([F:26])[O:1][C:2]1[C:7]([N+:8]([O-:10])=[O:9])=[CH:6][C:5]([S:11]([N:14]([CH3:16])[CH3:15])(=[O:12])=[O:13])=[C:4]([CH3:17])[CH:3]=1.